Dataset: Full USPTO retrosynthesis dataset with 1.9M reactions from patents (1976-2016). Task: Predict the reactants needed to synthesize the given product. (1) The reactants are: [Cl:1][CH2:2][CH2:3][CH2:4][O:5][C:6]1[C:11]([O:12][CH3:13])=[CH:10][C:9]([C:14](=[O:16])[CH3:15])=[C:8]([N+:17]([O-])=O)[CH:7]=1.Cl. Given the product [NH2:17][C:8]1[CH:7]=[C:6]([O:5][CH2:4][CH2:3][CH2:2][Cl:1])[C:11]([O:12][CH3:13])=[CH:10][C:9]=1[C:14](=[O:16])[CH3:15], predict the reactants needed to synthesize it. (2) Given the product [CH3:40][O:31][CH:30]([P:32](=[O:39])([O:33][CH2:34][CH3:35])[O:36][CH2:37][CH3:38])[C:27]1[CH:28]=[CH:29][C:24]([NH:23][C:2]2[N:7]=[C:6]([NH:8][C:9]3[CH:18]=[CH:17][CH:16]=[CH:15][C:10]=3[C:11](=[O:12])[NH:13][CH3:14])[C:5]([C:19]([F:22])([F:21])[F:20])=[CH:4][N:3]=2)=[CH:25][CH:26]=1, predict the reactants needed to synthesize it. The reactants are: Cl[C:2]1[N:7]=[C:6]([NH:8][C:9]2[CH:18]=[CH:17][CH:16]=[CH:15][C:10]=2[C:11]([NH:13][CH3:14])=[O:12])[C:5]([C:19]([F:22])([F:21])[F:20])=[CH:4][N:3]=1.[NH2:23][C:24]1[CH:29]=[CH:28][C:27]([CH:30]([P:32](=[O:39])([O:36][CH2:37][CH3:38])[O:33][CH2:34][CH3:35])[OH:31])=[CH:26][CH:25]=1.[C:40](O)(C(F)(F)F)=O. (3) Given the product [NH2:9][C:4]1[CH:3]=[C:2]([F:1])[CH:7]=[CH:6][C:5]=1[NH:8][C:15](=[O:16])[O:14][C:10]([CH3:13])([CH3:12])[CH3:11], predict the reactants needed to synthesize it. The reactants are: [F:1][C:2]1[CH:3]=[C:4]([NH2:9])[C:5]([NH2:8])=[CH:6][CH:7]=1.[C:10]([O:14][C:15](O[C:15]([O:14][C:10]([CH3:13])([CH3:12])[CH3:11])=[O:16])=[O:16])([CH3:13])([CH3:12])[CH3:11]. (4) Given the product [CH2:1]([S:3][C:4]1[CH:9]=[CH:8][C:7]([NH:10][C:11]([C:13]2[CH:14]=[C:15]([CH:27]=[CH:28][CH:29]=2)[CH2:16][S:17][CH2:18][CH2:19][C:20]([OH:22])=[O:21])=[O:12])=[C:6]([C:30]2[CH:35]=[C:34]([C:36](=[O:49])[NH:37][CH2:38][C:39]3[CH:44]=[CH:43][CH:42]=[C:41]([C:45]([F:47])([F:48])[F:46])[CH:40]=3)[CH:33]=[CH:32][N:31]=2)[CH:5]=1)[CH3:2], predict the reactants needed to synthesize it. The reactants are: [CH2:1]([S:3][C:4]1[CH:9]=[CH:8][C:7]([NH:10][C:11]([C:13]2[CH:14]=[C:15]([CH:27]=[CH:28][CH:29]=2)[CH2:16][S:17][CH2:18][CH2:19][C:20]([O:22]C(C)(C)C)=[O:21])=[O:12])=[C:6]([C:30]2[CH:35]=[C:34]([C:36](=[O:49])[NH:37][CH2:38][C:39]3[CH:44]=[CH:43][CH:42]=[C:41]([C:45]([F:48])([F:47])[F:46])[CH:40]=3)[CH:33]=[CH:32][N:31]=2)[CH:5]=1)[CH3:2].FC(F)(F)C(O)=O. (5) Given the product [F:1][C:2]1[CH:3]=[C:4]2[C:10]([I:11])=[N:9][N:8]([CH2:16][CH2:15][C:14]([F:19])([F:18])[C:13]([F:21])([F:20])[F:12])[C:5]2=[N:6][CH:7]=1, predict the reactants needed to synthesize it. The reactants are: [F:1][C:2]1[CH:3]=[C:4]2[C:10]([I:11])=[N:9][NH:8][C:5]2=[N:6][CH:7]=1.[F:12][C:13]([F:21])([F:20])[C:14]([F:19])([F:18])[CH2:15][CH2:16]I.C(=O)([O-])[O-].[Cs+].[Cs+].[I-].[K+]. (6) Given the product [CH3:11][C:3]1[C:2]([C:19]#[C:18][C:12]2[CH:17]=[CH:16][CH:15]=[CH:14][CH:13]=2)=[C:6]([NH:7][C:8](=[O:10])[CH3:9])[NH:5][N:4]=1, predict the reactants needed to synthesize it. The reactants are: I[C:2]1[C:3]([CH3:11])=[N:4][NH:5][C:6]=1[NH:7][C:8](=[O:10])[CH3:9].[C:12]1([C:18]#[CH:19])[CH:17]=[CH:16][CH:15]=[CH:14][CH:13]=1.C(N(CC)CC)C.CN(C=O)C.